This data is from Reaction yield outcomes from USPTO patents with 853,638 reactions. The task is: Predict the reaction yield, written as a fraction of the theoretical maximum amount of product (1.0 means a 100% yield; for example, 0.34 means a 34% yield). (1) The reactants are B.C1COCC1.[OH:7][C:8]1[CH:9]=[C:10]([CH:14]=[CH:15][C:16]=1[CH3:17])[C:11](O)=[O:12].B(OC)(OC)OC.O. The catalyst is C1COCC1. The product is [OH:12][CH2:11][C:10]1[CH:14]=[CH:15][C:16]([CH3:17])=[C:8]([OH:7])[CH:9]=1. The yield is 0.980. (2) The reactants are [F:1][C:2]1[CH:23]=[CH:22][C:5]([O:6][C:7]2[CH:12]=[CH:11][C:10]([NH:13][C:14]([C@@H:16]3[CH2:20][C@@H:19](O)[CH2:18][NH:17]3)=[O:15])=[CH:9][CH:8]=2)=[CH:4][CH:3]=1.[N:24]1([CH2:29][C:30]([OH:32])=O)[CH:28]=[CH:27][N:26]=[N:25]1.CCN([CH:39]([CH3:41])C)C(C)C.CN(C(ON1N=N[C:52]2[CH:53]=[CH:54][CH:55]=N[C:51]1=2)=[N+](C)C)C.[F:59][P-](F)(F)(F)(F)F. The catalyst is CN(C=O)C. The product is [N:24]1([CH2:29][C:30]([N:17]2[CH2:18][C@H:19]([CH2:51][C:52]3[CH:41]=[CH:39][C:55]([F:59])=[CH:54][CH:53]=3)[CH2:20][C@H:16]2[C:14]([NH:13][C:10]2[CH:11]=[CH:12][C:7]([O:6][C:5]3[CH:22]=[CH:23][C:2]([F:1])=[CH:3][CH:4]=3)=[CH:8][CH:9]=2)=[O:15])=[O:32])[CH:28]=[CH:27][N:26]=[N:25]1. The yield is 0.230. (3) The reactants are Br[C:2]1[N:7]2[N:8]=[C:9]([NH2:11])[N:10]=[C:6]2[CH:5]=[CH:4][CH:3]=1.[C:12]([O:15][CH2:16][CH3:17])(=O)C. The catalyst is C(#N)C.C(=O)([O-])[O-].[Na+].[Na+].Cl[Pd](Cl)([P](C1C=CC=CC=1)(C1C=CC=CC=1)C1C=CC=CC=1)[P](C1C=CC=CC=1)(C1C=CC=CC=1)C1C=CC=CC=1. The product is [CH3:12][O:15][C:16]1[CH:17]=[CH:5][C:4]([C:2]2[N:7]3[N:8]=[C:9]([NH2:11])[N:10]=[C:6]3[CH:5]=[CH:4][CH:3]=2)=[CH:3][CH:2]=1. The yield is 0.830. (4) The reactants are [C:1]([N:4]1[CH2:9][CH2:8]C(=O)[CH2:6][CH2:5]1)(=[O:3])[CH3:2].[CH:11]([O:16][CH3:17])([O:14][CH3:15])OC. The catalyst is CO.O.C1(C)C=CC(S(O)(=O)=O)=CC=1.C[O-].[Na+]. The product is [C:1]([N:4]1[CH2:9][CH2:8][C:11]([O:14][CH3:15])([O:16][CH3:17])[CH2:6][CH2:5]1)(=[O:3])[CH3:2]. The yield is 0.890. (5) The reactants are [Cl:1][C:2]1[CH:7]=[CH:6][C:5]([CH2:8][C:9](N)=[O:10])=[CH:4][C:3]=1[N+:12]([O-:14])=[O:13].[CH3:15][OH:16]. No catalyst specified. The product is [CH3:15][O:16][C:9](=[O:10])[CH2:8][C:5]1[CH:6]=[CH:7][C:2]([Cl:1])=[C:3]([N+:12]([O-:14])=[O:13])[CH:4]=1. The yield is 0.890. (6) The reactants are [CH3:1][N:2]1[CH:7]2[CH2:8][CH2:9][CH:3]1[CH2:4][CH:5]([NH:10][C:11]([C:13]1[C:21]3[C:16](=[CH:17][CH:18]=[C:19](Br)[CH:20]=3)[NH:15][N:14]=1)=[O:12])[CH2:6]2.[O:23]1[CH:27]=[CH:26][C:25](B(O)O)=[CH:24]1.F[B-](F)(F)F.C(P(C(C)(C)C)C(C)(C)C)(C)(C)C.C(=O)([O-])[O-].[K+].[K+]. The catalyst is C1C=CC(/C=C/C(/C=C/C2C=CC=CC=2)=O)=CC=1.C1C=CC(/C=C/C(/C=C/C2C=CC=CC=2)=O)=CC=1.C1C=CC(/C=C/C(/C=C/C2C=CC=CC=2)=O)=CC=1.[Pd].[Pd]. The product is [O:23]1[CH:27]=[CH:26][C:25]([C:19]2[CH:20]=[C:21]3[C:16](=[CH:17][CH:18]=2)[NH:15][N:14]=[C:13]3[C:11]([NH:10][CH:5]2[CH2:4][CH:3]3[N:2]([CH3:1])[CH:7]([CH2:8][CH2:9]3)[CH2:6]2)=[O:12])=[CH:24]1. The yield is 0.0400. (7) The reactants are [F:1][C:2]1[CH:3]=[C:4]([CH:6]=[CH:7][C:8]=1[N+:9]([O-:11])=[O:10])[NH2:5].C(OCC)(=O)C.[Br:18]N1C(=O)CCC1=O. The catalyst is CS(C)=O. The product is [Br:18][C:6]1[CH:7]=[C:8]([N+:9]([O-:11])=[O:10])[C:2]([F:1])=[CH:3][C:4]=1[NH2:5]. The yield is 0.500.